From a dataset of Reaction yield outcomes from USPTO patents with 853,638 reactions. Predict the reaction yield, written as a fraction of the theoretical maximum amount of product (1.0 means a 100% yield; for example, 0.34 means a 34% yield). (1) The reactants are [CH3:1][O:2][C:3](=[O:23])[CH2:4][NH:5][C:6]([C:8]1[C:13]([OH:14])=[CH:12][C:11](OS(C(F)(F)F)(=O)=O)=[CH:10][N:9]=1)=[O:7].[Cl:24][C:25]1[CH:26]=[C:27](B(O)O)[CH:28]=[CH:29][CH:30]=1.[O-]P([O-])([O-])=O.[K+].[K+].[K+]. The catalyst is O1CCOCC1.C1C=CC(P(C2C=CC=CC=2)[C-]2C=CC=C2)=CC=1.C1C=CC(P(C2C=CC=CC=2)[C-]2C=CC=C2)=CC=1.Cl[Pd]Cl.[Fe+2]. The product is [CH3:1][O:2][C:3](=[O:23])[CH2:4][NH:5][C:6]([C:8]1[C:13]([OH:14])=[CH:12][C:11]([C:29]2[CH:28]=[CH:27][CH:26]=[C:25]([Cl:24])[CH:30]=2)=[CH:10][N:9]=1)=[O:7]. The yield is 0.530. (2) The reactants are [Si]([O:8][CH2:9][C@@H:10]([CH3:23])[CH2:11][N:12]1[C:17]2[CH:18]=[CH:19][CH:20]=[CH:21][C:16]=2[O:15][CH2:14][C:13]1=[O:22])(C(C)(C)C)(C)C.CCCC[N+](CCCC)(CCCC)CCCC.[F-]. The catalyst is C1COCC1. The product is [OH:8][CH2:9][C@@H:10]([CH3:23])[CH2:11][N:12]1[C:17]2[CH:18]=[CH:19][CH:20]=[CH:21][C:16]=2[O:15][CH2:14][C:13]1=[O:22]. The yield is 0.980. (3) The reactants are [Br:1][C:2]1[C:11]([CH2:12][OH:13])=[C:10]2[C:5]([NH:6][C:7]([CH3:16])([CH3:15])[C:8](=[O:14])[NH:9]2)=[CH:4][CH:3]=1.CI.[C:19](=O)([O-])[O-].[Cs+].[Cs+].C(OCC)(=O)C. The catalyst is CN(C)C=O.O. The product is [Br:1][C:2]1[C:11]([CH2:12][OH:13])=[C:10]2[C:5]([NH:6][C:7]([CH3:16])([CH3:15])[C:8](=[O:14])[N:9]2[CH3:19])=[CH:4][CH:3]=1. The yield is 0.690. (4) The reactants are C(=O)(OC)[O:2][C:3]1[CH:8]=[C:7]([N+:9]([O-:11])=[O:10])[C:6]([F:12])=[CH:5][C:4]=1[Cl:13].[OH-].[Na+]. The catalyst is O. The product is [Cl:13][C:4]1[CH:5]=[C:6]([F:12])[C:7]([N+:9]([O-:11])=[O:10])=[CH:8][C:3]=1[OH:2]. The yield is 0.980. (5) The reactants are [F:1][C:2]1([F:9])[CH2:5][CH:4]([C:6](O)=[O:7])[CH2:3]1.C(Cl)(=O)C([Cl:13])=O.CN(C=O)C. The catalyst is C(Cl)Cl. The product is [F:1][C:2]1([F:9])[CH2:5][CH:4]([C:6]([Cl:13])=[O:7])[CH2:3]1. The yield is 0.970. (6) The reactants are C(N(C(C)C)CC)(C)C.[Br:10][C:11]1[CH:12]=[C:13]([CH:17]=[CH:18][C:19]=1[C:20]([O:22][CH3:23])=[O:21])[C:14]([OH:16])=O.F[P-](F)(F)(F)(F)F.N1(OC(N(C)C)=[N+](C)C)C2C=CC=CC=2N=N1.Cl.[NH:49]1[C:57]2[CH:56]=[CH:55][CH:54]=[C:53]([CH2:58][NH2:59])[C:52]=2[CH:51]=[CH:50]1.ON1C2C=CC=CC=2N=N1. The catalyst is CN(C)C=O. The product is [CH3:23][O:22][C:20](=[O:21])[C:19]1[CH:18]=[CH:17][C:13]([C:14]([NH:59][CH2:58][C:53]2[CH:54]=[CH:55][CH:56]=[C:57]3[C:52]=2[CH:51]=[CH:50][NH:49]3)=[O:16])=[CH:12][C:11]=1[Br:10]. The yield is 0.700.